This data is from Reaction yield outcomes from USPTO patents with 853,638 reactions. The task is: Predict the reaction yield, written as a fraction of the theoretical maximum amount of product (1.0 means a 100% yield; for example, 0.34 means a 34% yield). (1) The reactants are [NH2:1][C:2]1[C:11]([N+:12]([O-])=O)=[CH:10][C:5]([C:6]([O:8][CH3:9])=[O:7])=[CH:4][N:3]=1. The catalyst is C1COCC1.CO.[Pd]. The product is [NH2:12][C:11]1[C:2]([NH2:1])=[N:3][CH:4]=[C:5]([CH:10]=1)[C:6]([O:8][CH3:9])=[O:7]. The yield is 1.00. (2) The reactants are [CH2:1]([CH:4]1[CH2:8][NH:7][C:6](=[O:9])[CH2:5]1)[CH2:2][CH3:3].[H-].[Na+].[Br:12][C:13]1[C:14]([CH2:31]Cl)=[C:15]2[N:21]=[CH:20][N:19]([CH2:22][C:23]3[CH:28]=[CH:27][C:26]([O:29][CH3:30])=[CH:25][CH:24]=3)[C:16]2=[N:17][CH:18]=1. The catalyst is CN(C=O)C.[Br-].C([N+](CCCC)(CCCC)CCCC)CCC. The product is [Br:12][C:13]1[C:14]([CH2:31][N:7]2[CH2:8][CH:4]([CH2:1][CH2:2][CH3:3])[CH2:5][C:6]2=[O:9])=[C:15]2[N:21]=[CH:20][N:19]([CH2:22][C:23]3[CH:28]=[CH:27][C:26]([O:29][CH3:30])=[CH:25][CH:24]=3)[C:16]2=[N:17][CH:18]=1. The yield is 0.650.